This data is from NCI-60 drug combinations with 297,098 pairs across 59 cell lines. The task is: Regression. Given two drug SMILES strings and cell line genomic features, predict the synergy score measuring deviation from expected non-interaction effect. (1) Drug 1: C1C(C(OC1N2C=C(C(=O)NC2=O)F)CO)O. Drug 2: CS(=O)(=O)CCNCC1=CC=C(O1)C2=CC3=C(C=C2)N=CN=C3NC4=CC(=C(C=C4)OCC5=CC(=CC=C5)F)Cl. Cell line: CCRF-CEM. Synergy scores: CSS=29.4, Synergy_ZIP=0.590, Synergy_Bliss=3.39, Synergy_Loewe=-37.2, Synergy_HSA=-3.31. (2) Synergy scores: CSS=58.1, Synergy_ZIP=-2.94, Synergy_Bliss=-7.78, Synergy_Loewe=-9.12, Synergy_HSA=-8.21. Drug 1: C1=C(C(=O)NC(=O)N1)F. Drug 2: C1=CC(=CC=C1C#N)C(C2=CC=C(C=C2)C#N)N3C=NC=N3. Cell line: COLO 205. (3) Drug 1: COC1=CC(=CC(=C1O)OC)C2C3C(COC3=O)C(C4=CC5=C(C=C24)OCO5)OC6C(C(C7C(O6)COC(O7)C8=CC=CS8)O)O. Drug 2: CCC1(CC2CC(C3=C(CCN(C2)C1)C4=CC=CC=C4N3)(C5=C(C=C6C(=C5)C78CCN9C7C(C=CC9)(C(C(C8N6C=O)(C(=O)OC)O)OC(=O)C)CC)OC)C(=O)OC)O.OS(=O)(=O)O. Cell line: SK-MEL-28. Synergy scores: CSS=35.0, Synergy_ZIP=-11.0, Synergy_Bliss=-1.37, Synergy_Loewe=-1.09, Synergy_HSA=1.59. (4) Drug 1: CC12CCC(CC1=CCC3C2CCC4(C3CC=C4C5=CN=CC=C5)C)O. Drug 2: CC1C(C(CC(O1)OC2CC(CC3=C2C(=C4C(=C3O)C(=O)C5=CC=CC=C5C4=O)O)(C(=O)C)O)N)O. Cell line: NCI-H460. Synergy scores: CSS=40.2, Synergy_ZIP=1.81, Synergy_Bliss=0.785, Synergy_Loewe=-24.0, Synergy_HSA=0.458.